From a dataset of Experimentally validated miRNA-target interactions with 360,000+ pairs, plus equal number of negative samples. Binary Classification. Given a miRNA mature sequence and a target amino acid sequence, predict their likelihood of interaction. (1) The miRNA is hsa-miR-3183 with sequence GCCUCUCUCGGAGUCGCUCGGA. The protein sequence of the target gene is MSGRGKQGGKARAKAKSRSSRAGLQFPVGRVHRLLRKGNYSERVGAGAPVYLAAVLEYLTAEILELAGNAARDNKKTRIIPRHLQLAIRNDEELNKLLGRVTIAQGGVLPNIQAVLLPKKTESHHKAKGK. Result: 0 (no interaction). (2) The miRNA is hsa-miR-331-3p with sequence GCCCCUGGGCCUAUCCUAGAA. Result: 1 (interaction). The protein sequence of the target gene is MEVKRLKVTELRSELQRRGLDSRGLKVDLAQRLQEALDAEMLEDEAGGGGAGPGGACKAEPRPVAASGGGPGGDEEEDEEEEEEDEEALLEDEDEEPPPAQALGQAAQPPPEPPEAAAMEAAAEPDASEKPAEATAGSGGVNGGEEQGLGKREEDEPEERSGDETPGSEVPGDKAAEEQGDDQDSEKSKPAGSDGERRGVKRQRDEKDEHGRAYYEFREEAYHSRSKSPLPPEEEAKDEEEDQTLVNLDTYTSDLHFQVSKDRYGGQPLFSEKFPTLWSGARSTYGVTKGKVCFEAKVTQ....